Dataset: Catalyst prediction with 721,799 reactions and 888 catalyst types from USPTO. Task: Predict which catalyst facilitates the given reaction. (1) Reactant: [CH2:1]([O:3][CH2:4][CH2:5][N:6]([S:19]([C:22]1[S:23][CH:24]=[CH:25][CH:26]=1)(=[O:21])=[O:20])[C:7]1[CH:8]=[CH:9][CH:10]=[C:11]2[C:15]=1[NH:14][C:13]([C:16]([NH2:18])=O)=[CH:12]2)[CH3:2].COC1C=CC(P2(SP(C3C=CC(OC)=CC=3)(=S)S2)=[S:36])=CC=1. Product: [CH2:1]([O:3][CH2:4][CH2:5][N:6]([S:19]([C:22]1[S:23][CH:24]=[CH:25][CH:26]=1)(=[O:21])=[O:20])[C:7]1[CH:8]=[CH:9][CH:10]=[C:11]2[C:15]=1[NH:14][C:13]([C:16](=[S:36])[NH2:18])=[CH:12]2)[CH3:2]. The catalyst class is: 7. (2) Reactant: [NH2:1][C:2]1[C:7]([NH2:8])=[CH:6][N:5]=[CH:4][N:3]=1.Cl.[Cl:10][C:11]1[CH:12]=[CH:13][C:14]([O:28][CH2:29][CH:30]([CH3:32])[CH3:31])=[C:15]([CH2:17][N:18]2[C:22]([CH3:23])=[CH:21][C:20]([C:24](=N)OC)=[N:19]2)[CH:16]=1. Product: [ClH:10].[Cl:10][C:11]1[CH:12]=[CH:13][C:14]([O:28][CH2:29][CH:30]([CH3:32])[CH3:31])=[C:15]([CH2:17][N:18]2[C:22]([CH3:23])=[CH:21][C:20]([C:24]3[N:1]=[C:2]4[C:7]([N:8]=3)=[CH:6][NH:5][CH:4]=[N:3]4)=[N:19]2)[CH:16]=1. The catalyst class is: 15. (3) Reactant: [C:1]([O:5][C:6]([N:8]1[CH2:12][C:11]([F:14])([F:13])[CH2:10][CH:9]1[C:15]1[NH:16][C:17]([C:20]2[CH:25]=[CH:24][C:23](Br)=[CH:22][CH:21]=2)=[CH:18][N:19]=1)=[O:7])([CH3:4])([CH3:3])[CH3:2].[Si:27]([C:31]#[CH:32])([CH3:30])([CH3:29])[CH3:28].C(N(CC)CC)C.N#N. Product: [C:1]([O:5][C:6]([N:8]1[CH2:12][C:11]([F:14])([F:13])[CH2:10][CH:9]1[C:15]1[NH:16][C:17]([C:20]2[CH:25]=[CH:24][C:23]([C:32]#[C:31][Si:27]([CH3:30])([CH3:29])[CH3:28])=[CH:22][CH:21]=2)=[CH:18][N:19]=1)=[O:7])([CH3:4])([CH3:3])[CH3:2]. The catalyst class is: 441. (4) Reactant: NC1[C:3]([O:12][CH3:13])=[C:4]([C:9](=[O:11])[CH3:10])[CH:5]=[C:6]([Br:8])[CH:7]=1.IC.C(=O)([O-])[O-].[K+].[K+].[CH3:22][N:23]([CH3:26])[CH:24]=O. Product: [Br:8][C:6]1[CH:7]=[C:24]([N:23]([CH3:26])[CH3:22])[C:3]([O:12][CH3:13])=[C:4]([C:9](=[O:11])[CH3:10])[CH:5]=1. The catalyst class is: 84. (5) Reactant: [O:1]=[C:2]1[CH:7]=[C:6]([CH2:8][CH2:9][N:10]2[C:18](=[O:19])[C:17]3[C:12](=[CH:13][CH:14]=[CH:15][CH:16]=3)[C:11]2=[O:20])[CH:5]=[CH:4][NH:3]1.[C:21]([O-])([O-])=O.[K+].[K+]. Product: [CH3:21][N:3]1[CH:4]=[CH:5][C:6]([CH2:8][CH2:9][N:10]2[C:18](=[O:19])[C:17]3[C:12](=[CH:13][CH:14]=[CH:15][CH:16]=3)[C:11]2=[O:20])=[CH:7][C:2]1=[O:1]. The catalyst class is: 59.